Dataset: Full USPTO retrosynthesis dataset with 1.9M reactions from patents (1976-2016). Task: Predict the reactants needed to synthesize the given product. Given the product [Cl:1][CH2:2][C:3]([N:21]1[CH2:22][CH:23]=[C:18]([C:15]2[CH:14]=[CH:13][C:12]([C:7]3[N:6]=[CH:11][CH:10]=[CH:9][N:8]=3)=[CH:17][N:16]=2)[CH2:19][CH2:20]1)=[O:4], predict the reactants needed to synthesize it. The reactants are: [Cl:1][CH2:2][C:3](Cl)=[O:4].[N:6]1[CH:11]=[CH:10][CH:9]=[N:8][C:7]=1[C:12]1[CH:13]=[CH:14][C:15]([C:18]2[CH2:19][CH2:20][NH:21][CH2:22][CH:23]=2)=[N:16][CH:17]=1.C([O-])(O)=O.[Na+].